This data is from Catalyst prediction with 721,799 reactions and 888 catalyst types from USPTO. The task is: Predict which catalyst facilitates the given reaction. (1) Reactant: [NH2:1][C:2](=O)[CH2:3][N:4]1[C:13](=[O:14])[C:12]2[C:7](=[CH:8][CH:9]=[CH:10][CH:11]=2)[C:6]([C:15]2[C:23]3[C:18](=[CH:19][CH:20]=[C:21]([Cl:24])[CH:22]=3)[N:17]([CH2:25][C:26]([OH:28])=[O:27])[C:16]=2[CH3:29])=[N:5]1.COC(OC)[N:34]([CH3:36])C.O.[NH2:40]N.C(O)(=O)C. Product: [N:34]1[N:40]=[C:2]([CH2:3][N:4]2[C:13](=[O:14])[C:12]3[C:7](=[CH:8][CH:9]=[CH:10][CH:11]=3)[C:6]([C:15]3[C:23]4[C:18](=[CH:19][CH:20]=[C:21]([Cl:24])[CH:22]=4)[N:17]([CH2:25][C:26]([OH:28])=[O:27])[C:16]=3[CH3:29])=[N:5]2)[NH:1][CH:36]=1. The catalyst class is: 149. (2) Reactant: CS(C)=O.C(Cl)(=O)C(Cl)=O.[C:11]1([CH3:26])[CH:16]=[CH:15][C:14]([C:17]([NH:19][C@H:20]([CH2:24][OH:25])[CH:21]([CH3:23])[CH3:22])=[O:18])=[CH:13][CH:12]=1.C(N(CC)CC)C. Product: [C:11]1([CH3:26])[CH:12]=[CH:13][C:14]([C:17]([NH:19][C@H:20]([CH:24]=[O:25])[CH:21]([CH3:23])[CH3:22])=[O:18])=[CH:15][CH:16]=1. The catalyst class is: 124.